This data is from Catalyst prediction with 721,799 reactions and 888 catalyst types from USPTO. The task is: Predict which catalyst facilitates the given reaction. (1) Reactant: C(OC(=O)[NH:7][C:8]1[C:9]([C:13]2[CH:18]=[CH:17][C:16]([O:19][CH2:20][CH2:21][C:22]3[CH:27]=[CH:26][CH:25]=[CH:24][CH:23]=3)=[CH:15][N:14]=2)=[N:10][O:11][CH:12]=1)(C)(C)C.Cl.C([O-])(O)=O.[Na+]. Product: [CH2:20]([O:19][C:16]1[CH:17]=[CH:18][C:13]([C:9]2[C:8]([NH2:7])=[CH:12][O:11][N:10]=2)=[N:14][CH:15]=1)[CH2:21][C:22]1[CH:23]=[CH:24][CH:25]=[CH:26][CH:27]=1. The catalyst class is: 12. (2) Reactant: [CH3:1][N:2]1[C:11]2[C:6](=[CH:7][CH:8]=[CH:9][CH:10]=2)[CH:5]=[C:4]([C:12]([O:14]C2CCCC(=O)C=2)=O)[C:3]1=[O:22].[CH2:23](N(CC)CC)[CH3:24].C[C:31]([CH3:35])([OH:34])[C:32]#N.[C:36](=[O:39])([O-])O.[Na+]. Product: [OH:39][C:36]1[CH2:24][CH2:23][CH2:35][C:31](=[O:34])[C:32]=1[C:12]([C:4]1[C:3](=[O:22])[N:2]([CH3:1])[C:11]2[C:6]([CH:5]=1)=[CH:7][CH:8]=[CH:9][CH:10]=2)=[O:14]. The catalyst class is: 10. (3) Reactant: Cl.[CH3:2][O:3][C:4]1[CH:9]=[C:8]([CH3:10])[NH:7][C:6](=[O:11])[C:5]=1[CH2:12][NH:13][C:14]([C:16]1[C:24]2[C:19](=[CH:20][CH:21]=[CH:22][CH:23]=2)[N:18]([C@@H:25]([CH:27]2[CH2:32][CH2:31][NH:30][CH2:29][CH2:28]2)[CH3:26])[C:17]=1[CH3:33])=[O:15].CCN(C(C)C)C(C)C.[CH:43]1([S:46](Cl)(=[O:48])=[O:47])[CH2:45][CH2:44]1. Product: [CH:43]1([S:46]([N:30]2[CH2:29][CH2:28][CH:27]([C@H:25]([N:18]3[C:19]4[C:24](=[CH:23][CH:22]=[CH:21][CH:20]=4)[C:16]([C:14]([NH:13][CH2:12][C:5]4[C:6](=[O:11])[NH:7][C:8]([CH3:10])=[CH:9][C:4]=4[O:3][CH3:2])=[O:15])=[C:17]3[CH3:33])[CH3:26])[CH2:32][CH2:31]2)(=[O:48])=[O:47])[CH2:45][CH2:44]1. The catalyst class is: 2.